From a dataset of Full USPTO retrosynthesis dataset with 1.9M reactions from patents (1976-2016). Predict the reactants needed to synthesize the given product. (1) Given the product [CH2:15]([N:17]1[CH:25]=[C:24]2[C:19]([CH:20]=[CH:21][C:22]([CH2:26][NH:27][S:2]([C:5]3[CH:14]=[CH:13][C:8]([C:9]([O:11][CH3:12])=[O:10])=[CH:7][CH:6]=3)(=[O:4])=[O:3])=[CH:23]2)=[N:18]1)[CH3:16], predict the reactants needed to synthesize it. The reactants are: Cl[S:2]([C:5]1[CH:14]=[CH:13][C:8]([C:9]([O:11][CH3:12])=[O:10])=[CH:7][CH:6]=1)(=[O:4])=[O:3].[CH2:15]([N:17]1[CH:25]=[C:24]2[C:19]([CH:20]=[CH:21][C:22]([CH2:26][NH2:27])=[CH:23]2)=[N:18]1)[CH3:16]. (2) Given the product [Si:16]([O:23][C@H:24]1[CH2:33][C:32]([CH3:35])([CH3:34])[CH2:31][C:30]2[N:29]=[C:28]([C:36]3([CH3:1])[CH2:38][CH2:37]3)[C:27]3[C@@H:39]([C:47]4[CH:52]=[CH:51][C:50]([C:53]([F:56])([F:54])[F:55])=[CH:49][CH:48]=4)[O:40][C:41]4([CH2:46][CH2:45][O:44][CH2:43][CH2:42]4)[C:26]=3[C:25]1=2)([C:19]([CH3:20])([CH3:21])[CH3:22])([CH3:18])[CH3:17], predict the reactants needed to synthesize it. The reactants are: [CH2:1]([Zn]CC)C.FC(F)(F)C(O)=O.ICI.[Si:16]([O:23][C@H:24]1[CH2:33][C:32]([CH3:35])([CH3:34])[CH2:31][C:30]2[N:29]=[C:28]([C:36]([CH3:38])=[CH2:37])[C:27]3[C@@H:39]([C:47]4[CH:52]=[CH:51][C:50]([C:53]([F:56])([F:55])[F:54])=[CH:49][CH:48]=4)[O:40][C:41]4([CH2:46][CH2:45][O:44][CH2:43][CH2:42]4)[C:26]=3[C:25]1=2)([C:19]([CH3:22])([CH3:21])[CH3:20])([CH3:18])[CH3:17]. (3) Given the product [CH3:1][O:2][C:3]1[CH:4]=[C:5]2[C:10](=[CH:11][C:12]=1[O:13][CH3:14])[N:9]=[CH:8][CH:7]=[C:6]2[O:15][C:16]1[CH:17]=[CH:18][C:19]([NH:22][CH2:23][CH2:24][O:25][C:26]2[CH:27]=[CH:28][C:29]([CH2:32][CH3:33])=[CH:30][CH:31]=2)=[CH:20][CH:21]=1, predict the reactants needed to synthesize it. The reactants are: [CH3:1][O:2][C:3]1[CH:4]=[C:5]2[C:10](=[CH:11][C:12]=1[O:13][CH3:14])[N:9]=[CH:8][CH:7]=[C:6]2[O:15][C:16]1[CH:21]=[CH:20][C:19]([NH:22][C:23](=O)[CH2:24][O:25][C:26]2[CH:31]=[CH:30][C:29]([CH2:32][CH3:33])=[CH:28][CH:27]=2)=[CH:18][CH:17]=1.Cl.[OH-].[Na+]. (4) The reactants are: C([O-])(=O)C.[NH4+:5].[CH3:6][C:7]1[N:12]=[C:11](OC2C=CC=CC=2)[C:10]2[N:20]=[CH:21][N:22]([CH2:23][CH2:24][O:25][C:26]3[CH:31]=[CH:30][CH:29]=[CH:28][CH:27]=3)[C:9]=2[C:8]=1[CH3:32]. Given the product [CH3:6][C:7]1[N:12]=[C:11]([NH2:5])[C:10]2[N:20]=[CH:21][N:22]([CH2:23][CH2:24][O:25][C:26]3[CH:31]=[CH:30][CH:29]=[CH:28][CH:27]=3)[C:9]=2[C:8]=1[CH3:32], predict the reactants needed to synthesize it. (5) Given the product [CH3:12][N:9]1[CH2:10][CH2:11][N:6]([CH2:5][CH2:4][CH2:3][O:20][C:17]2[CH:18]=[CH:19][C:14]([NH2:13])=[CH:15][CH:16]=2)[CH2:7][CH2:8]1, predict the reactants needed to synthesize it. The reactants are: Cl.Cl[CH2:3][CH2:4][CH2:5][N:6]1[CH2:11][CH2:10][N:9]([CH3:12])[CH2:8][CH2:7]1.[NH2:13][C:14]1[CH:19]=[CH:18][C:17]([OH:20])=[CH:16][CH:15]=1.[OH-].[Na+]. (6) The reactants are: [CH3:1][O:2][C:3]1[C:4]([O:21]COC)=[C:5]([C:11]2[CH:19]=[CH:18][CH:17]=[C:16]3[C:12]=2[CH2:13][O:14][C:15]3=[O:20])[CH:6]=[CH:7][C:8]=1[O:9][CH3:10].Cl. Given the product [OH:21][C:4]1[C:3]([O:2][CH3:1])=[C:8]([O:9][CH3:10])[CH:7]=[CH:6][C:5]=1[C:11]1[CH:19]=[CH:18][CH:17]=[C:16]2[C:12]=1[CH2:13][O:14][C:15]2=[O:20], predict the reactants needed to synthesize it.